Dataset: Forward reaction prediction with 1.9M reactions from USPTO patents (1976-2016). Task: Predict the product of the given reaction. (1) Given the reactants [CH:1]1[CH:6]=[C:5]([OH:7])[CH:4]=[C:3]([CH2:8][CH:9]([NH2:13])[C:10]([OH:12])=[O:11])[CH:2]=1.[CH2:14]=O, predict the reaction product. The product is: [OH:7][C:5]1[CH:4]=[C:3]2[C:2](=[CH:1][CH:6]=1)[CH2:14][NH:13][CH:9]([C:10]([OH:12])=[O:11])[CH2:8]2. (2) The product is: [Cl:1][C:2]1[CH:3]=[C:4]2[C:9](=[CH:10][C:11]=1[CH2:12][C:13]1[S:14][CH:15]=[CH:16][CH:17]=1)[O:8][CH:7]([C:18]([F:21])([F:20])[F:19])[C:6]([C:22]([OH:24])=[O:23])=[CH:5]2. Given the reactants [Cl:1][C:2]1[CH:3]=[C:4]2[C:9](=[CH:10][C:11]=1[CH2:12][C:13]1[S:14][CH:15]=[CH:16][CH:17]=1)[O:8][CH:7]([C:18]([F:21])([F:20])[F:19])[C:6]([C:22]([O:24]CC)=[O:23])=[CH:5]2.CC1C=C2C(C=CCO2)=CC=1Cl, predict the reaction product. (3) Given the reactants Br[C:2]1[C:7]2[NH:8][C:9](=[O:30])[N:10]([C:12]3[CH:21]=[C:20]4[C:15]([CH2:16][CH2:17][CH:18]([C:22]5[C:27]([F:28])=[CH:26][CH:25]=[CH:24][N:23]=5)[O:19]4)=[CH:14][C:13]=3[CH3:29])[CH2:11][C:6]=2[C:5]([C:31]([F:34])([F:33])[F:32])=[N:4][CH:3]=1.[C:35]([O:39][CH2:40][CH2:41][CH2:42][CH3:43])(=[O:38])[CH:36]=[CH2:37].C1(C)C=CC=CC=1P(C1C=CC=CC=1C)C1C=CC=CC=1C.C(N(C(C)C)CC)(C)C, predict the reaction product. The product is: [F:28][C:27]1[C:22]([CH:18]2[CH2:17][CH2:16][C:15]3[C:20](=[CH:21][C:12]([N:10]4[CH2:11][C:6]5[C:5]([C:31]([F:34])([F:33])[F:32])=[N:4][CH:3]=[C:2](/[CH:37]=[CH:36]/[C:35]([O:39][CH2:40][CH2:41][CH2:42][CH3:43])=[O:38])[C:7]=5[NH:8][C:9]4=[O:30])=[C:13]([CH3:29])[CH:14]=3)[O:19]2)=[N:23][CH:24]=[CH:25][CH:26]=1. (4) Given the reactants [F:1][C:2]1[C:3]([NH:20][C@@H:21]2[CH2:26][CH2:25][CH2:24][N:23]([C:27](=[O:30])[CH:28]=[CH2:29])[CH2:22]2)=[N:4][C:5]([NH:8][C:9]2[CH:19]=[CH:18][C:12]3[CH2:13][CH2:14][NH:15][CH2:16][CH2:17][C:11]=3[CH:10]=2)=[N:6][CH:7]=1.CC1C=CC(S(O[CH2:42][CH:43]2[CH2:46][O:45][CH2:44]2)(=O)=O)=CC=1.C([O-])([O-])=O.[K+].[K+], predict the reaction product. The product is: [F:1][C:2]1[C:3]([NH:20][C@@H:21]2[CH2:26][CH2:25][CH2:24][N:23]([C:27](=[O:30])[CH:28]=[CH2:29])[CH2:22]2)=[N:4][C:5]([NH:8][C:9]2[CH:19]=[CH:18][C:12]3[CH2:13][CH2:14][N:15]([CH2:42][CH:43]4[CH2:46][O:45][CH2:44]4)[CH2:16][CH2:17][C:11]=3[CH:10]=2)=[N:6][CH:7]=1. (5) Given the reactants [NH2:1][C:2]1[N:7]=[C:6]([N:8]2[CH2:32][CH2:31][C:11]3([CH2:15][N:14]([C:16]([O:18]CC4C=CC=CC=4)=[O:17])[C@H:13]([C:26]([O:28][CH2:29][CH3:30])=[O:27])[CH2:12]3)[CH2:10][CH2:9]2)[CH:5]=[C:4]([CH2:33][O:34][C:35]2[CH:40]=[CH:39][C:38]([Br:41])=[CH:37][CH:36]=2)[N:3]=1.[Si](I)(C)(C)C.CCN(CC)CC.O(C(O[C:58]([CH3:61])([CH3:60])[CH3:59])=O)C(O[C:58]([CH3:61])([CH3:60])[CH3:59])=O, predict the reaction product. The product is: [NH2:1][C:2]1[N:7]=[C:6]([N:8]2[CH2:9][CH2:10][C:11]3([CH2:15][N:14]([C:16]([O:18][C:58]([CH3:61])([CH3:60])[CH3:59])=[O:17])[C@H:13]([C:26]([O:28][CH2:29][CH3:30])=[O:27])[CH2:12]3)[CH2:31][CH2:32]2)[CH:5]=[C:4]([CH2:33][O:34][C:35]2[CH:36]=[CH:37][C:38]([Br:41])=[CH:39][CH:40]=2)[N:3]=1. (6) Given the reactants Br[C:2]1[CH:3]=[CH:4][C:5]2[O:11][CH:10]([CH2:12][OH:13])[CH2:9][N:8]3[CH:14]=[C:15]([C:17]([NH2:19])=[O:18])[N:16]=[C:7]3[C:6]=2[CH:20]=1.[CH3:21][C:22]1[O:26][N:25]=[C:24]([C:27]([OH:31])([C:29]#[CH:30])[CH3:28])[CH:23]=1, predict the reaction product. The product is: [OH:31][C:27]([C:24]1[CH:23]=[C:22]([CH3:21])[O:26][N:25]=1)([CH3:28])[C:29]#[C:30][C:2]1[CH:3]=[CH:4][C:5]2[O:11][CH:10]([CH2:12][OH:13])[CH2:9][N:8]3[CH:14]=[C:15]([C:17]([NH2:19])=[O:18])[N:16]=[C:7]3[C:6]=2[CH:20]=1. (7) Given the reactants C(O[C:6](=[O:21])[NH:7][C@H:8]([CH2:19]O)[CH2:9][S:10]([C:13]1[CH:18]=[CH:17][CH:16]=[CH:15][CH:14]=1)(=[O:12])=[O:11])(C)(C)C.Cl.C([O-])([O-])=O.[K+].[K+].[N:29]#CBr, predict the reaction product. The product is: [C:13]1([S:10]([CH2:9][C@H:8]2[CH2:19][O:21][C:6]([NH2:29])=[N:7]2)(=[O:11])=[O:12])[CH:14]=[CH:15][CH:16]=[CH:17][CH:18]=1. (8) Given the reactants [C:1]1([N:7]2[C:12](=[O:13])[C:11]3[S:14][CH:15]=[C:16]([C:17]4[CH:22]=[CH:21][CH:20]=[CH:19][CH:18]=4)[C:10]=3[N:9]=[CH:8]2)[CH:6]=[CH:5][CH:4]=[CH:3][CH:2]=1.NC1C(C2C=CC=CC=2)=CSC=1C(OC)=[O:36].C(OCC)(OCC)OCC.NC1C=CC(O)=CC=1, predict the reaction product. The product is: [OH:36][C:4]1[CH:5]=[CH:6][C:1]([N:7]2[C:12](=[O:13])[C:11]3[S:14][CH:15]=[C:16]([C:17]4[CH:18]=[CH:19][CH:20]=[CH:21][CH:22]=4)[C:10]=3[N:9]=[CH:8]2)=[CH:2][CH:3]=1. (9) Given the reactants [CH2:1]([O:5][CH2:6][CH2:7][O:8][C:9]1[CH:14]=[CH:13][C:12]([C:15]2[C:16]([CH3:35])=[CH:17][C:18]3[N:25]([CH2:26][CH:27]([CH3:29])[CH3:28])[CH2:24][CH2:23][CH2:22][C:21]([C:30]([O:32]C)=[O:31])=[CH:20][C:19]=3[CH:34]=2)=[CH:11][CH:10]=1)[CH2:2][CH2:3][CH3:4].O1CCCC1.[OH-].[Na+].Cl, predict the reaction product. The product is: [CH2:1]([O:5][CH2:6][CH2:7][O:8][C:9]1[CH:14]=[CH:13][C:12]([C:15]2[C:16]([CH3:35])=[CH:17][C:18]3[N:25]([CH2:26][CH:27]([CH3:28])[CH3:29])[CH2:24][CH2:23][CH2:22][C:21]([C:30]([OH:32])=[O:31])=[CH:20][C:19]=3[CH:34]=2)=[CH:11][CH:10]=1)[CH2:2][CH2:3][CH3:4]. (10) Given the reactants Br.C[O:3][C:4]1[C:9]2[C:10](=[O:18])[C:11]3[S:17][CH:16]=[CH:15][C:12]=3[CH2:13][S:14][C:8]=2[CH:7]=[CH:6][CH:5]=1, predict the reaction product. The product is: [OH:3][C:4]1[C:9]2[C:10](=[O:18])[C:11]3[S:17][CH:16]=[CH:15][C:12]=3[CH2:13][S:14][C:8]=2[CH:7]=[CH:6][CH:5]=1.